Dataset: Catalyst prediction with 721,799 reactions and 888 catalyst types from USPTO. Task: Predict which catalyst facilitates the given reaction. Reactant: N1(O[C:11]2[N:16]=[C:15]([N:17]3[CH2:22][CH2:21][CH:20]([CH2:23][NH:24]C(=O)OC(C)(C)C)[CH2:19][CH2:18]3)[C:14]([C:32](=[O:34])[NH2:33])=[CH:13][N:12]=2)C2C=CC=CC=2N=N1.[NH2:35][C:36]1[CH:41]=[CH:40][C:39]([N:42]2[CH2:47][CH2:46][N:45]([C:48](=[O:50])[CH3:49])[CH2:44][CH2:43]2)=[CH:38][CH:37]=1.C1(C)C=CC(S(O)(=O)=O)=CC=1. Product: [C:48]([N:45]1[CH2:44][CH2:43][N:42]([C:39]2[CH:40]=[CH:41][C:36]([NH:35][C:11]3[N:16]=[C:15]([N:17]4[CH2:18][CH2:19][CH:20]([CH2:23][NH2:24])[CH2:21][CH2:22]4)[C:14]([C:32]([NH2:33])=[O:34])=[CH:13][N:12]=3)=[CH:37][CH:38]=2)[CH2:47][CH2:46]1)(=[O:50])[CH3:49]. The catalyst class is: 12.